Dataset: NCI-60 drug combinations with 297,098 pairs across 59 cell lines. Task: Regression. Given two drug SMILES strings and cell line genomic features, predict the synergy score measuring deviation from expected non-interaction effect. (1) Drug 1: CS(=O)(=O)C1=CC(=C(C=C1)C(=O)NC2=CC(=C(C=C2)Cl)C3=CC=CC=N3)Cl. Drug 2: CN(CC1=CN=C2C(=N1)C(=NC(=N2)N)N)C3=CC=C(C=C3)C(=O)NC(CCC(=O)O)C(=O)O. Cell line: SF-268. Synergy scores: CSS=19.4, Synergy_ZIP=-0.350, Synergy_Bliss=3.39, Synergy_Loewe=-6.14, Synergy_HSA=0.284. (2) Drug 1: CN1CCC(CC1)COC2=C(C=C3C(=C2)N=CN=C3NC4=C(C=C(C=C4)Br)F)OC. Drug 2: CNC(=O)C1=NC=CC(=C1)OC2=CC=C(C=C2)NC(=O)NC3=CC(=C(C=C3)Cl)C(F)(F)F. Cell line: SK-MEL-5. Synergy scores: CSS=11.4, Synergy_ZIP=-12.6, Synergy_Bliss=-13.5, Synergy_Loewe=-32.7, Synergy_HSA=-17.2. (3) Drug 1: COC1=CC(=CC(=C1O)OC)C2C3C(COC3=O)C(C4=CC5=C(C=C24)OCO5)OC6C(C(C7C(O6)COC(O7)C8=CC=CS8)O)O. Drug 2: CC1=C(C=C(C=C1)NC(=O)C2=CC=C(C=C2)CN3CCN(CC3)C)NC4=NC=CC(=N4)C5=CN=CC=C5. Cell line: ACHN. Synergy scores: CSS=59.0, Synergy_ZIP=3.74, Synergy_Bliss=2.24, Synergy_Loewe=-35.0, Synergy_HSA=0.0763.